Dataset: Reaction yield outcomes from USPTO patents with 853,638 reactions. Task: Predict the reaction yield, written as a fraction of the theoretical maximum amount of product (1.0 means a 100% yield; for example, 0.34 means a 34% yield). The yield is 0.700. The product is [CH3:20][C:21]1([CH3:37])[C:25]([CH3:27])([CH3:26])[O:24][B:23]([C:2]2[CH:11]=[C:10]3[C:5]([CH2:6][CH2:7][N:8]([C:12]4[CH:13]=[CH:14][C:15]([C:18]#[N:19])=[N:16][CH:17]=4)[CH2:9]3)=[CH:4][CH:3]=2)[O:22]1. The catalyst is O1CCOCC1.C1C=CC(P(C2C=CC=CC=2)[C-]2C=CC=C2)=CC=1.C1C=CC(P(C2C=CC=CC=2)[C-]2C=CC=C2)=CC=1.Cl[Pd]Cl.[Fe+2].ClCCl.C1(P(C2C=CC=CC=2)[C-]2C=CC=C2)C=CC=CC=1.[C-]1(P(C2C=CC=CC=2)C2C=CC=CC=2)C=CC=C1.[Fe+2]. The reactants are Br[C:2]1[CH:11]=[C:10]2[C:5]([CH2:6][CH2:7][N:8]([C:12]3[CH:13]=[CH:14][C:15]([C:18]#[N:19])=[N:16][CH:17]=3)[CH2:9]2)=[CH:4][CH:3]=1.[CH3:20][C:21]1([CH3:37])[C:25]([CH3:27])([CH3:26])[O:24][B:23]([B:23]2[O:24][C:25]([CH3:27])([CH3:26])[C:21]([CH3:37])([CH3:20])[O:22]2)[O:22]1.C([O-])(=O)C.[K+].